Dataset: Forward reaction prediction with 1.9M reactions from USPTO patents (1976-2016). Task: Predict the product of the given reaction. (1) Given the reactants [CH:1]1([N:5]2[CH2:10][CH2:9][CH:8]([O:11][C:12]3[CH:17]=[CH:16][C:15]([N:18]4[CH:22]=[C:21]([C:23]([OH:25])=O)[CH:20]=[N:19]4)=[CH:14][CH:13]=3)[CH2:7][CH2:6]2)[CH2:4][CH2:3][CH2:2]1.O.O[N:28]1C2C=CC=CC=2N=N1.Cl.C(N=C=NCCCN(C)C)C.C(=O)(O)[O-].[Na+], predict the reaction product. The product is: [CH:1]1([N:5]2[CH2:10][CH2:9][CH:8]([O:11][C:12]3[CH:17]=[CH:16][C:15]([N:18]4[CH:22]=[C:21]([C:23]([NH2:28])=[O:25])[CH:20]=[N:19]4)=[CH:14][CH:13]=3)[CH2:7][CH2:6]2)[CH2:4][CH2:3][CH2:2]1. (2) Given the reactants [Br:1][C:2]1[CH:3]=[CH:4][C:5]([O:11][CH3:12])=[C:6]([CH2:8][C:9]#[N:10])[CH:7]=1.[C:13]([O:17][CH3:18])(=[O:16])[CH:14]=[CH2:15], predict the reaction product. The product is: [CH3:18][O:17][C:13](=[O:16])[CH2:14][CH2:15][C:8]([C:6]1[CH:7]=[C:2]([Br:1])[CH:3]=[CH:4][C:5]=1[O:11][CH3:12])([C:9]#[N:10])[CH2:15][CH2:14][C:13]([O:17][CH3:18])=[O:16]. (3) Given the reactants [OH-].[Na+:2].[O:3]=[S:4]1(=[O:36])[CH2:9][CH2:8][CH2:7][CH2:6][N:5]1[C:10]1[N:19]=[C:18]([C:20]([NH:22][CH2:23][C:24]2[CH:29]=[CH:28][C:27]([F:30])=[CH:26][C:25]=2[C:31]([NH:33][CH3:34])=[O:32])=[O:21])[C:17]([OH:35])=[C:16]2[C:11]=1[CH:12]=[CH:13][CH:14]=[N:15]2.CC(C)=O.C(#N)C, predict the reaction product. The product is: [O:36]=[S:4]1(=[O:3])[CH2:9][CH2:8][CH2:7][CH2:6][N:5]1[C:10]1[N:19]=[C:18]([C:20]([NH:22][CH2:23][C:24]2[CH:29]=[CH:28][C:27]([F:30])=[CH:26][C:25]=2[C:31]([NH:33][CH3:34])=[O:32])=[O:21])[C:17]([O-:35])=[C:16]2[C:11]=1[CH:12]=[CH:13][CH:14]=[N:15]2.[Na+:2]. (4) Given the reactants C([O:3][C:4]([C:6]1[CH:7]=[N:8][C:9]2[C:14](C=1Br)=[N:13][C:12]([O:17][CH3:18])=[CH:11][CH:10]=2)=O)C.S(Cl)(Cl)=O.[NH3:23].[CH2:24]([Cl:26])Cl, predict the reaction product. The product is: [Cl:26][C:24]1[C:14]2[C:9](=[CH:10][CH:11]=[C:12]([O:17][CH3:18])[N:13]=2)[N:8]=[CH:7][C:6]=1[C:4]([NH2:23])=[O:3]. (5) Given the reactants [Al+3].[Cl-].[Cl-].[Cl-].[H-].[H-].[H-].[H-].[Li+].[Al+3].[CH3:11][C@@H:12]1[CH2:40][O:39][C@@:15]2([O:19][C@H:18]3[CH2:20][C@H:21]4[C@@H:26]5[CH2:27][CH2:28][C@@H:29]6[CH2:34][C@@H:33]([OH:35])[CH2:32][CH2:31][C@:30]6([CH3:36])[C@H:25]5[CH2:24][CH2:23][C@:22]4([CH3:37])[C@H:17]3[C@@H:16]2[CH3:38])[CH2:14][CH2:13]1, predict the reaction product. The product is: [CH3:38][CH:16]1[CH:17]2[C:22]3([CH3:37])[CH:21]([CH2:20][CH:18]2[O:19][CH:15]1[CH2:14][CH2:13][CH:12]([CH2:40][OH:39])[CH3:11])[CH:26]1[CH2:27][CH2:28][CH:29]2[CH2:34][CH:33]([OH:35])[CH2:32][CH2:31][C:30]2([CH3:36])[CH:25]1[CH2:24][CH2:23]3. (6) Given the reactants [O:1]1[CH2:6][CH2:5][CH2:4][CH2:3][CH:2]1[N:7]1[CH:11]=[CH:10][C:9]([CH2:12][CH2:13][NH:14][C:15](=[O:27])[C:16]2[CH:21]=[CH:20][CH:19]=[CH:18][C:17]=2[N:22]2[N:26]=[CH:25][CH:24]=[N:23]2)=[N:8]1.[CH2:28](I)[CH3:29], predict the reaction product. The product is: [CH2:28]([N:14]([CH2:13][CH2:12][C:9]1[CH:10]=[CH:11][N:7]([CH:2]2[CH2:3][CH2:4][CH2:5][CH2:6][O:1]2)[N:8]=1)[C:15](=[O:27])[C:16]1[CH:21]=[CH:20][CH:19]=[CH:18][C:17]=1[N:22]1[N:26]=[CH:25][CH:24]=[N:23]1)[CH3:29]. (7) Given the reactants [CH3:1][C:2]1([CH3:41])[CH2:13][C:12]2[CH:11]=[C:10]3[N:5]([CH2:6][CH2:7][N:8]([C:15]4[C:20]([CH:21]=[O:22])=[C:19]([C:23]5[N:24]=[C:25]([NH:31][C:32]6[CH:37]=[CH:36][N:35]7[CH:38]=[CH:39][N:40]=[C:34]7[CH:33]=6)[C:26](=[O:30])[N:27]([CH3:29])[CH:28]=5)[CH:18]=[CH:17][N:16]=4)[C:9]3=[O:14])[C:4]=2[CH2:3]1.[BH4-].[Na+], predict the reaction product. The product is: [OH:22][CH2:21][C:20]1[C:15]([N:8]2[CH2:7][CH2:6][N:5]3[C:4]4[CH2:3][C:2]([CH3:1])([CH3:41])[CH2:13][C:12]=4[CH:11]=[C:10]3[C:9]2=[O:14])=[N:16][CH:17]=[CH:18][C:19]=1[C:23]1[N:24]=[C:25]([NH:31][C:32]2[CH:37]=[CH:36][N:35]3[CH:38]=[CH:39][N:40]=[C:34]3[CH:33]=2)[C:26](=[O:30])[N:27]([CH3:29])[CH:28]=1. (8) Given the reactants [NH2:1][C:2]1[N:7]=[C:6]([C:8]2[O:9][CH:10]=[CH:11][CH:12]=2)[C:5]([C:13]#[N:14])=[C:4](S(C)(=O)=O)[N:3]=1.[CH3:19][O:20][CH2:21][CH2:22][NH2:23], predict the reaction product. The product is: [NH2:1][C:2]1[N:7]=[C:6]([C:8]2[O:9][CH:10]=[CH:11][CH:12]=2)[C:5]([C:13]#[N:14])=[C:4]([NH:23][CH2:22][CH2:21][O:20][CH3:19])[N:3]=1.